Dataset: Forward reaction prediction with 1.9M reactions from USPTO patents (1976-2016). Task: Predict the product of the given reaction. Given the reactants [Cl:1][C:2]1[C:7]([O:8][CH3:9])=[CH:6][C:5]([N+:10]([O-])=O)=[CH:4][N:3]=1, predict the reaction product. The product is: [Cl:1][C:2]1[N:3]=[CH:4][C:5]([NH2:10])=[CH:6][C:7]=1[O:8][CH3:9].